This data is from Catalyst prediction with 721,799 reactions and 888 catalyst types from USPTO. The task is: Predict which catalyst facilitates the given reaction. (1) Reactant: [NH2:1][C:2]1[S:3][C:4]([C:8]([O:10][CH2:11][CH3:12])=[O:9])=[C:5]([CH3:7])[N:6]=1.[C:13](N1C=CN=C1)(N1C=CN=C1)=[O:14].[NH2:25][C@H:26]([CH2:29][C:30]1[CH:35]=[CH:34][CH:33]=[CH:32][CH:31]=1)[CH2:27][OH:28]. Product: [OH:28][CH2:27][C@H:26]([NH:25][C:13](=[O:14])[NH:1][C:2]1[S:3][C:4]([C:8]([O:10][CH2:11][CH3:12])=[O:9])=[C:5]([CH3:7])[N:6]=1)[CH2:29][C:30]1[CH:35]=[CH:34][CH:33]=[CH:32][CH:31]=1. The catalyst class is: 7. (2) Reactant: [Cl:1][C:2]1[C:9]([OH:10])=[CH:8][CH:7]=[C:6]([Cl:11])[C:3]=1[CH:4]=[O:5].C(=O)([O-])[O-].[Cs+].[Cs+].[F:18][C:19]([F:30])([F:29])[CH2:20]OS(C(F)(F)F)(=O)=O.O. Product: [Cl:1][C:2]1[C:9]([O:10][CH2:20][C:19]([F:30])([F:29])[F:18])=[CH:8][CH:7]=[C:6]([Cl:11])[C:3]=1[CH:4]=[O:5]. The catalyst class is: 60. (3) Reactant: [NH:1]1[C:9]2[C:4](=[CH:5][CH:6]=[CH:7][CH:8]=2)[C:3]2([C:13]3=[CH:14][C:15]4[O:19][CH2:18][O:17][C:16]=4[CH:20]=[C:12]3[O:11][CH2:10]2)[C:2]1=[O:21].C([O-])([O-])=O.[Cs+].[Cs+].[F:28][C:29]1[CH:36]=[CH:35][C:32]([CH2:33]Br)=[CH:31][CH:30]=1. Product: [F:28][C:29]1[CH:36]=[CH:35][C:32]([CH2:33][N:1]2[C:9]3[C:4](=[CH:5][CH:6]=[CH:7][CH:8]=3)[C:3]3([C:13]4=[CH:14][C:15]5[O:19][CH2:18][O:17][C:16]=5[CH:20]=[C:12]4[O:11][CH2:10]3)[C:2]2=[O:21])=[CH:31][CH:30]=1. The catalyst class is: 311. (4) Reactant: Cl[C:2]1[C:7]([C:8]#[C:9][CH2:10][CH2:11][CH2:12][NH:13][C:14](=[O:20])[O:15][C:16]([CH3:19])([CH3:18])[CH3:17])=[CH:6][N:5]=[C:4]([NH:21][C:22]2[CH:27]=[CH:26][C:25]([C:28]#[N:29])=[CH:24][CH:23]=2)[N:3]=1.[NH:30]1[CH:34]=[CH:33][CH:32]=[N:31]1.C(=O)([O-])[O-].[Cs+].[Cs+].O. Product: [C:28]([C:25]1[CH:26]=[CH:27][C:22]([NH:21][C:4]2[N:3]=[C:2]([N:30]3[CH:34]=[CH:33][CH:32]=[N:31]3)[C:7]([C:8]#[C:9][CH2:10][CH2:11][CH2:12][NH:13][C:14](=[O:20])[O:15][C:16]([CH3:19])([CH3:18])[CH3:17])=[CH:6][N:5]=2)=[CH:23][CH:24]=1)#[N:29]. The catalyst class is: 435. (5) Reactant: [F:1][C:2]1([F:29])[CH2:7][CH2:6][N:5]([C:8]([C:10]2[NH:11][C:12]3[C:17]([CH:18]=2)=[CH:16][C:15]([C:19]([N:21]2[CH2:25][CH2:24][CH:23]([N:26]([CH3:28])[CH3:27])[CH2:22]2)=[O:20])=[CH:14][CH:13]=3)=[O:9])[CH2:4][CH2:3]1.[H-].[Na+].Br[CH:33]([CH3:35])[CH3:34]. Product: [F:29][C:2]1([F:1])[CH2:7][CH2:6][N:5]([C:8]([C:10]2[N:11]([CH:33]([CH3:35])[CH3:34])[C:12]3[C:17]([CH:18]=2)=[CH:16][C:15]([C:19]([N:21]2[CH2:25][CH2:24][CH:23]([N:26]([CH3:27])[CH3:28])[CH2:22]2)=[O:20])=[CH:14][CH:13]=3)=[O:9])[CH2:4][CH2:3]1. The catalyst class is: 9. (6) Reactant: C(OC(=O)[NH:7][C@@H:8]([C@H:18]1[CH2:23][CH2:22][C@H:21]([NH:24][C:25]([C:27]2[N:32]=[CH:31][N:30]3[CH:33]=[CH:34][CH:35]=[C:29]3[CH:28]=2)=[O:26])[CH2:20][CH2:19]1)[C:9]([N:11]1[CH2:15][CH2:14][CH2:13][C@H:12]1[C:16]#[N:17])=[O:10])(C)(C)C.[ClH:37]. Product: [ClH:37].[NH2:7][C@@H:8]([C@H:18]1[CH2:23][CH2:22][C@H:21]([NH:24][C:25]([C:27]2[N:32]=[CH:31][N:30]3[CH:33]=[CH:34][CH:35]=[C:29]3[CH:28]=2)=[O:26])[CH2:20][CH2:19]1)[C:9]([N:11]1[CH2:15][CH2:14][CH2:13][C@H:12]1[C:16]#[N:17])=[O:10]. The catalyst class is: 12.